This data is from Forward reaction prediction with 1.9M reactions from USPTO patents (1976-2016). The task is: Predict the product of the given reaction. (1) Given the reactants Cl[C:2]([O:4][C:5]1[CH:10]=[CH:9][C:8]([C:11]([O:13][CH3:14])=[O:12])=[CH:7][CH:6]=1)=[O:3].[CH2:15]([CH:18]1[CH2:23][CH2:22][N:21](C(OC(C)(C)C)=O)[CH2:20][CH2:19]1)[C:16]#[CH:17], predict the reaction product. The product is: [CH2:15]([CH:18]1[CH2:23][CH2:22][N:21]([C:2]([O:4][C:5]2[CH:10]=[CH:9][C:8]([C:11]([O:13][CH3:14])=[O:12])=[CH:7][CH:6]=2)=[O:3])[CH2:20][CH2:19]1)[C:16]#[CH:17]. (2) Given the reactants C1(P(C2C=CC=CC=2)C2C=CC=CC=2)C=CC=CC=1.Br[C:21]1[CH:30]=[CH:29][C:24]([C:25]([O:27][CH3:28])=[O:26])=[CH:23][C:22]=1[O:31][CH3:32].[CH3:33][N:34](C=O)C, predict the reaction product. The product is: [C:33]([C:21]1[CH:30]=[CH:29][C:24]([C:25]([O:27][CH3:28])=[O:26])=[CH:23][C:22]=1[O:31][CH3:32])#[N:34]. (3) Given the reactants Cl.[NH2:2][CH:3]([C:8]1[CH:13]=[CH:12][C:11]([C:14]([F:17])([F:16])[F:15])=[CH:10][CH:9]=1)[C:4](OC)=[O:5].[NH3:18], predict the reaction product. The product is: [NH2:2][CH:3]([C:8]1[CH:13]=[CH:12][C:11]([C:14]([F:17])([F:16])[F:15])=[CH:10][CH:9]=1)[C:4]([NH2:18])=[O:5]. (4) Given the reactants [CH3:1][N:2]1[CH:6]=[CH:5][N:4]=[C:3]1[CH:7]1[C:12]2=[N:13][NH:14][C:15](=[O:20])[C:16]3[CH:17]=[CH:18][CH:19]=[C:10]([C:11]=32)[NH:9][CH:8]1[C:21]1[CH:28]=[CH:27][C:24]([CH:25]=O)=[CH:23][CH:22]=1.[C:29](O)(=O)C.[BH3-][C:34]#[N:35].[Na+], predict the reaction product. The product is: [CH3:29][N:35]([CH2:25][C:24]1[CH:27]=[CH:28][C:21]([CH:8]2[NH:9][C:10]3[C:11]4[C:12](=[N:13][NH:14][C:15](=[O:20])[C:16]=4[CH:17]=[CH:18][CH:19]=3)[CH:7]2[C:3]2[N:2]([CH3:1])[CH:6]=[CH:5][N:4]=2)=[CH:22][CH:23]=1)[CH3:34]. (5) Given the reactants Cl[C:2]1[C:3]2[C:4](=[CH:15][N:16](CC3C=CC(OC)=CC=3)[N:17]=2)[N:5]=[C:6]([C:8]2[CH:13]=[CH:12][CH:11]=[CH:10][C:9]=2[F:14])[N:7]=1.[CH3:27][S:28]([C:31]1[CH:32]=[C:33]([CH:35]=[CH:36][CH:37]=1)[NH2:34])(=[O:30])=[O:29].Cl, predict the reaction product. The product is: [F:14][C:9]1[CH:10]=[CH:11][CH:12]=[CH:13][C:8]=1[C:6]1[N:7]=[C:2]([NH:34][C:33]2[CH:35]=[CH:36][CH:37]=[C:31]([S:28]([CH3:27])(=[O:30])=[O:29])[CH:32]=2)[C:3]2[NH:17][N:16]=[CH:15][C:4]=2[N:5]=1. (6) Given the reactants Br[C:2]1[CH:11]=[C:10]([Br:12])[C:9]2[C:4](=[CH:5][CH:6]=[CH:7][CH:8]=2)[N:3]=1.[NH:13]1[CH2:18][CH2:17][O:16][CH:15](CCN)[CH2:14]1.C([O-])([O-])=O.[K+].[K+].[C:28]([C:32]([OH:34])=[O:33])([F:31])([F:30])[F:29].C[N:36](C=O)C, predict the reaction product. The product is: [Br:12][C:10]1[C:9]2[C:4](=[CH:5][CH:6]=[CH:7][CH:8]=2)[N:3]=[C:2]([NH:36][CH2:28][CH2:32][N:13]2[CH2:14][CH2:15][O:16][CH2:17][CH2:18]2)[CH:11]=1.[C:32]([OH:34])([C:28]([F:31])([F:30])[F:29])=[O:33]. (7) Given the reactants [Cl:1][C:2]1[N:11]=[C:10]([N:12]2[CH2:16][CH2:15][C@H:14]([NH:17]C(=O)OC(C)(C)C)[CH2:13]2)[C:9]2[C:4](=[CH:5][C:6]([O:27][CH3:28])=[C:7]([O:25][CH3:26])[CH:8]=2)[N:3]=1.C(=O)([O-])[O-].[Cs+].[Cs+].[Cl:35][C:36]1[CH:41]=[CH:40][C:39]([NH2:42])=[CH:38][C:37]=1[NH2:43], predict the reaction product. The product is: [ClH:1].[ClH:35].[NH2:17][C@H:14]1[CH2:15][CH2:16][N:12]([C:10]2[C:9]3[C:4](=[CH:5][C:6]([O:27][CH3:28])=[C:7]([O:25][CH3:26])[CH:8]=3)[N:3]=[C:2]([NH:42][C:39]3[CH:40]=[CH:41][C:36]([Cl:35])=[C:37]([NH2:43])[CH:38]=3)[N:11]=2)[CH2:13]1. (8) Given the reactants [C:1]([OH:6])(=[O:5])[C:2]([OH:4])=[O:3].[NH:7]1[CH2:11][CH2:10][C@H:9](/[CH:12]=[CH:13]/[C:14]2[CH:15]=[N:16][CH:17]=[N:18][CH:19]=2)[CH2:8]1, predict the reaction product. The product is: [C:1]([OH:6])(=[O:5])[C:2]([OH:4])=[O:3].[NH:7]1[CH2:11][CH2:10][C@H:9](/[CH:12]=[CH:13]/[C:14]2[CH:19]=[N:18][CH:17]=[N:16][CH:15]=2)[CH2:8]1. (9) Given the reactants Br[C:2]1[CH:3]=[N:4][CH:5]=[C:6]2[C:11]=1[N:10]=[C:9]([C:12]([NH:14][CH:15]([C:17]([OH:20])([CH3:19])[CH3:18])[CH3:16])=[O:13])[CH:8]=[CH:7]2.[Cl:21][C:22]1[CH:27]=[CH:26][CH:25]=[C:24](B2OC(C)(C)C(C)(C)O2)[N:23]=1, predict the reaction product. The product is: [Cl:21][C:22]1[N:23]=[C:24]([C:2]2[CH:3]=[N:4][CH:5]=[C:6]3[C:11]=2[N:10]=[C:9]([C:12]([NH:14][CH:15]([C:17]([OH:20])([CH3:19])[CH3:18])[CH3:16])=[O:13])[CH:8]=[CH:7]3)[CH:25]=[CH:26][CH:27]=1.